This data is from Forward reaction prediction with 1.9M reactions from USPTO patents (1976-2016). The task is: Predict the product of the given reaction. (1) Given the reactants [CH:1]1([S:4]([C:7]2[CH:20]=[CH:19][CH:18]=[CH:17][C:8]=2[CH2:9][NH:10][C:11](=[O:16])[C:12]([F:15])([F:14])[F:13])(=[O:6])=[O:5])[CH2:3][CH2:2]1.[C:21](=O)([O-])[O-].[K+].[K+].CI, predict the reaction product. The product is: [CH:1]1([S:4]([C:7]2[CH:20]=[CH:19][CH:18]=[CH:17][C:8]=2[CH2:9][N:10]([CH3:21])[C:11](=[O:16])[C:12]([F:13])([F:14])[F:15])(=[O:6])=[O:5])[CH2:3][CH2:2]1. (2) Given the reactants Br[C:2]1[C:21](=[O:22])[N:20]([CH2:23][CH3:24])[C:5]2[N:6]=[C:7]([NH:10][CH2:11][CH2:12][CH:13]3[CH2:18][CH2:17][N:16]([CH3:19])[CH2:15][CH2:14]3)[N:8]=[CH:9][C:4]=2[CH:3]=1.[CH3:25][N:26]([CH3:39])[S:27]([C:30]1[CH:31]=[C:32](B(O)O)[CH:33]=[CH:34][CH:35]=1)(=[O:29])=[O:28].P([O-])([O-])([O-])=O.[K+].[K+].[K+], predict the reaction product. The product is: [CH2:23]([N:20]1[C:5]2[N:6]=[C:7]([NH:10][CH2:11][CH2:12][CH:13]3[CH2:18][CH2:17][N:16]([CH3:19])[CH2:15][CH2:14]3)[N:8]=[CH:9][C:4]=2[CH:3]=[C:2]([C:32]2[CH:31]=[C:30]([S:27]([N:26]([CH3:39])[CH3:25])(=[O:28])=[O:29])[CH:35]=[CH:34][CH:33]=2)[C:21]1=[O:22])[CH3:24]. (3) The product is: [CH3:1][C:2]1[N:3]=[N:4][N:5]([CH3:35])[C:6]=1[C:7]1[CH:19]=[N:18][C:17]2[C:16]3[CH:15]=[CH:14][C:13]([CH2:20][N:37]([CH3:38])[CH3:36])=[CH:12][C:11]=3[N:10]([C@@H:22]([CH:29]3[CH2:30][CH2:31][O:32][CH2:33][CH2:34]3)[C:23]3[CH:28]=[CH:27][CH:26]=[CH:25][CH:24]=3)[C:9]=2[CH:8]=1. Given the reactants [CH3:1][C:2]1[N:3]=[N:4][N:5]([CH3:35])[C:6]=1[C:7]1[CH:19]=[N:18][C:17]2[C:16]3[CH:15]=[CH:14][C:13]([CH:20]=O)=[CH:12][C:11]=3[N:10]([C@@H:22]([CH:29]3[CH2:34][CH2:33][O:32][CH2:31][CH2:30]3)[C:23]3[CH:28]=[CH:27][CH:26]=[CH:25][CH:24]=3)[C:9]=2[CH:8]=1.[CH3:36][NH:37][CH3:38].C(O[BH-](OC(=O)C)OC(=O)C)(=O)C.[Na+], predict the reaction product. (4) Given the reactants Cl.[F:2][C:3]1[CH:8]=[CH:7][C:6]([NH2:9])=[C:5]([NH2:10])[CH:4]=1.[OH-].[Na+].[CH:13](O)=O, predict the reaction product. The product is: [F:2][C:3]1[CH:8]=[CH:7][C:6]2[N:9]=[CH:13][NH:10][C:5]=2[CH:4]=1.